This data is from Catalyst prediction with 721,799 reactions and 888 catalyst types from USPTO. The task is: Predict which catalyst facilitates the given reaction. (1) Reactant: [Cl:1][C:2]1[CH:7]=[CH:6][N:5]2[N:8]=[C:9]([C:13]3[CH:18]=[CH:17][C:16]([O:19][CH3:20])=[CH:15][CH:14]=3)[C:10]([CH:11]=[O:12])=[C:4]2[CH:3]=1.[C:21]([Mg]Br)#[CH:22]. Product: [Cl:1][C:2]1[CH:7]=[CH:6][N:5]2[N:8]=[C:9]([C:13]3[CH:18]=[CH:17][C:16]([O:19][CH3:20])=[CH:15][CH:14]=3)[C:10]([CH:11]([OH:12])[C:21]#[CH:22])=[C:4]2[CH:3]=1. The catalyst class is: 7. (2) Reactant: N.C([N:9]1[C@@H:13]([C@@H:14]([CH3:18])[CH:15]([F:17])[F:16])[CH2:12][O:11][C:10]1=[O:19])C1C=CC=CC=1.[Li]. Product: [F:17][CH:15]([F:16])[C@@H:14]([C@H:13]1[CH2:12][O:11][C:10](=[O:19])[NH:9]1)[CH3:18]. The catalyst class is: 27.